This data is from Forward reaction prediction with 1.9M reactions from USPTO patents (1976-2016). The task is: Predict the product of the given reaction. (1) Given the reactants [F:1][C:2]1[C:7]([NH:8][CH2:9][C:10]2[CH:15]=[C:14]([C:16]3[CH:21]=[CH:20][CH:19]=[C:18]([F:22])[CH:17]=3)[CH:13]=[CH:12][C:11]=2[F:23])=[C:6]([CH3:24])[CH:5]=[CH:4][C:3]=1[OH:25].C([O-])([O-])=O.[Cs+].[Cs+].Br[CH2:33][C:34]([O:36][CH2:37][CH3:38])=[O:35], predict the reaction product. The product is: [F:1][C:2]1[C:7]([NH:8][CH2:9][C:10]2[CH:15]=[C:14]([C:16]3[CH:21]=[CH:20][CH:19]=[C:18]([F:22])[CH:17]=3)[CH:13]=[CH:12][C:11]=2[F:23])=[C:6]([CH3:24])[CH:5]=[CH:4][C:3]=1[O:25][CH2:33][C:34]([O:36][CH2:37][CH3:38])=[O:35]. (2) Given the reactants [CH:1]1[C:13]2[C:12](=O)[C:11]3[C:6](=[CH:7][CH:8]=[CH:9][CH:10]=3)[C:5]=2[C:4](C(Cl)=O)=[CH:3][CH:2]=1.S(C1C=CC(S)=CC=1)C1C=CC(S)=CC=1.C(N(CC)CC)C.[O:40]1CCCC1, predict the reaction product. The product is: [C:1]1(=[O:40])[C:13]2[C:5]([C:6]3[C:11]([CH:12]=2)=[CH:10][CH:9]=[CH:8][CH:7]=3)=[CH:4][CH:3]=[CH:2]1.